This data is from Catalyst prediction with 721,799 reactions and 888 catalyst types from USPTO. The task is: Predict which catalyst facilitates the given reaction. (1) Reactant: [Li+].C[Si]([N-][Si](C)(C)C)(C)C.[CH:11]1([CH2:17][C:18]([O:20][CH2:21][CH3:22])=[O:19])[CH2:16][CH2:15][CH2:14][CH2:13][CH2:12]1.[CH3:23]I. Product: [CH:11]1([CH:17]([CH3:23])[C:18]([O:20][CH2:21][CH3:22])=[O:19])[CH2:16][CH2:15][CH2:14][CH2:13][CH2:12]1. The catalyst class is: 1. (2) Reactant: [H-].[Na+].[NH2:3][C:4]1[CH:14]=[CH:13][C:12]([S:15]([C:18]2[CH:23]=[CH:22][C:21]([CH2:24][CH2:25][N:26]([C:43]([O:45][C:46]([CH3:49])([CH3:48])[CH3:47])=[O:44])[CH2:27][C@@H:28]([C:36]3[CH:41]=[CH:40][CH:39]=[C:38]([Cl:42])[CH:37]=3)[O:29][CH:30]3[CH2:35][CH2:34][CH2:33][CH2:32][O:31]3)=[CH:20][CH:19]=2)(=[O:17])=[O:16])=[CH:11][C:5]=1[C:6]([O:8][CH2:9][CH3:10])=[O:7].I[CH3:51].O. Product: [C:46]([O:45][C:43]([N:26]([CH2:27][C@@H:28]([C:36]1[CH:41]=[CH:40][CH:39]=[C:38]([Cl:42])[CH:37]=1)[O:29][CH:30]1[CH2:35][CH2:34][CH2:33][CH2:32][O:31]1)[CH2:25][CH2:24][C:21]1[CH:20]=[CH:19][C:18]([S:15]([C:12]2[CH:13]=[CH:14][C:4]([NH:3][CH3:51])=[C:5]([CH:11]=2)[C:6]([O:8][CH2:9][CH3:10])=[O:7])(=[O:17])=[O:16])=[CH:23][CH:22]=1)=[O:44])([CH3:48])([CH3:47])[CH3:49]. The catalyst class is: 9. (3) Reactant: [F:1][C:2]1[CH:3]=[C:4]([N:25]2[CH2:29][C@H:28]([CH2:30][NH:31][C:32](=[O:34])[CH3:33])[O:27][C:26]2=[O:35])[CH:5]=[CH:6][C:7]=1[N:8]1[CH2:13][CH2:12][CH:11]([N:14]2[N:18]=[N:17][C:16]([N:19]3[CH2:24][CH2:23][NH:22][CH2:21][CH2:20]3)=[N:15]2)[CH2:10][CH2:9]1.[C:36](OC(=O)C)(=[O:38])[CH3:37].C(N(CC)CC)C. Product: [C:36]([N:22]1[CH2:21][CH2:20][N:19]([C:16]2[N:17]=[N:18][N:14]([CH:11]3[CH2:12][CH2:13][N:8]([C:7]4[CH:6]=[CH:5][C:4]([N:25]5[CH2:29][C@H:28]([CH2:30][NH:31][C:32](=[O:34])[CH3:33])[O:27][C:26]5=[O:35])=[CH:3][C:2]=4[F:1])[CH2:9][CH2:10]3)[N:15]=2)[CH2:24][CH2:23]1)(=[O:38])[CH3:37]. The catalyst class is: 1. (4) Reactant: [Br:1][C:2]1[CH:3]=[C:4]2[C:9](=[CH:10][CH:11]=1)[O:8][CH2:7][CH2:6][C:5]2=[O:12].[BH4-].[Na+]. Product: [Br:1][C:2]1[CH:3]=[C:4]2[C:9](=[CH:10][CH:11]=1)[O:8][CH2:7][CH2:6][CH:5]2[OH:12]. The catalyst class is: 100. (5) Reactant: [NH2:1][C:2]1[C:3]([C:18]([O:20]CC)=[O:19])=[N:4][C:5]([CH:8]2[CH2:17][CH2:16][C:11]3([O:15][CH2:14][CH2:13][O:12]3)[CH2:10][CH2:9]2)=[CH:6][CH:7]=1.CO.O.[OH-].[Li+]. Product: [NH2:1][C:2]1[C:3]([C:18]([OH:20])=[O:19])=[N:4][C:5]([CH:8]2[CH2:9][CH2:10][C:11]3([O:15][CH2:14][CH2:13][O:12]3)[CH2:16][CH2:17]2)=[CH:6][CH:7]=1. The catalyst class is: 20. (6) The catalyst class is: 18. Product: [C:1]([C:3]1[CH:4]=[C:5]2[C:13](=[CH:14][CH:15]=1)[N:12]([CH2:29][C:28]1[CH:31]=[CH:32][CH:33]=[CH:34][C:27]=1[O:26][CH3:25])[C:11]1[CH2:10][CH2:9][CH:8]([NH:16][C:17](=[O:21])[CH:18]([CH3:19])[CH3:20])[CH2:7][C:6]2=1)#[N:2]. Reactant: [C:1]([C:3]1[CH:4]=[C:5]2[C:13](=[CH:14][CH:15]=1)[NH:12][C:11]1[CH2:10][CH2:9][CH:8]([NH:16][C:17](=[O:21])[CH:18]([CH3:20])[CH3:19])[CH2:7][C:6]2=1)#[N:2].[H-].[Na+].[Na].[CH3:25][O:26][C:27]1[CH:34]=[CH:33][CH:32]=[CH:31][C:28]=1[CH2:29]Cl. (7) Reactant: [CH3:1][O:2][C:3]1[N:8]=[C:7]([NH2:9])[CH:6]=[N:5][CH:4]=1.C([N:18]=[C:19]=[S:20])(=O)C1C=CC=CC=1. Product: [CH3:1][O:2][C:3]1[N:8]=[C:7]([NH:9][C:19]([NH2:18])=[S:20])[CH:6]=[N:5][CH:4]=1. The catalyst class is: 8. (8) Reactant: [CH2:1]([O:8][C:9]1[CH:14]=[CH:13][NH:12][C:11](=[O:15])[CH:10]=1)[C:2]1[CH:7]=[CH:6][CH:5]=[CH:4][CH:3]=1.Br[C:17]1[CH:22]=[CH:21][C:20]2[C:23]3[CH2:29][CH2:28][N:27]([C:30]([O:32][C:33]([CH3:36])([CH3:35])[CH3:34])=[O:31])[CH2:26][CH2:25][C:24]=3[O:37][C:19]=2[CH:18]=1.C([O-])([O-])=O.[Cs+].[Cs+].CN[C@@H]1CCCC[C@H]1NC. Product: [CH2:1]([O:8][C:9]1[CH:14]=[CH:13][N:12]([C:17]2[CH:22]=[CH:21][C:20]3[C:23]4[CH2:29][CH2:28][N:27]([C:30]([O:32][C:33]([CH3:35])([CH3:34])[CH3:36])=[O:31])[CH2:26][CH2:25][C:24]=4[O:37][C:19]=3[CH:18]=2)[C:11](=[O:15])[CH:10]=1)[C:2]1[CH:3]=[CH:4][CH:5]=[CH:6][CH:7]=1. The catalyst class is: 432. (9) Reactant: [Cl:1][C:2]1[CH:3]=[C:4]([NH:10][C:11](=[O:17])/[CH:12]=[CH:13]/[CH:14]([CH3:16])[CH3:15])[CH:5]=[CH:6][C:7]=1[C:8]#[N:9].C1CCN2C(=NCCC2)CC1.[N+:29]([CH3:32])([O-:31])=[O:30]. Product: [Cl:1][C:2]1[CH:3]=[C:4]([NH:10][C:11](=[O:17])[CH2:12][CH:13]([CH2:32][N+:29]([O-:31])=[O:30])[CH:14]([CH3:15])[CH3:16])[CH:5]=[CH:6][C:7]=1[C:8]#[N:9]. The catalyst class is: 170.